This data is from Reaction yield outcomes from USPTO patents with 853,638 reactions. The task is: Predict the reaction yield, written as a fraction of the theoretical maximum amount of product (1.0 means a 100% yield; for example, 0.34 means a 34% yield). (1) The reactants are [C:1]1([CH2:7][C:8]([OH:10])=O)[CH:6]=[CH:5][CH:4]=[CH:3][CH:2]=1.C(Cl)(=O)C(Cl)=O.[CH3:17][O:18][C:19]1[CH:24]=[CH:23][C:22]([O:25]C)=[CH:21][CH:20]=1.[Al+3].[Cl-].[Cl-].[Cl-]. The catalyst is ClCCl.CN(C=O)C. The product is [OH:25][C:22]1[CH:23]=[CH:24][C:19]([O:18][CH3:17])=[CH:20][C:21]=1[C:8](=[O:10])[CH2:7][C:1]1[CH:2]=[CH:3][CH:4]=[CH:5][CH:6]=1. The yield is 0.490. (2) The reactants are [OH:1][C:2]1[CH:10]=[C:9]2[C:5]([CH2:6][CH2:7][C:8]2=[O:11])=[CH:4][CH:3]=1.[C:12]([Si:16]([C:24]1[CH:29]=[CH:28][CH:27]=[CH:26][CH:25]=1)([C:18]1[CH:23]=[CH:22][CH:21]=[CH:20][CH:19]=1)Cl)([CH3:15])([CH3:14])[CH3:13].N1C=CN=C1. The catalyst is CN(C=O)C. The product is [Si:16]([O:1][C:2]1[CH:10]=[C:9]2[C:5]([CH2:6][CH2:7][C:8]2=[O:11])=[CH:4][CH:3]=1)([C:12]([CH3:15])([CH3:14])[CH3:13])([C:24]1[CH:25]=[CH:26][CH:27]=[CH:28][CH:29]=1)[C:18]1[CH:23]=[CH:22][CH:21]=[CH:20][CH:19]=1. The yield is 1.00.